From a dataset of Catalyst prediction with 721,799 reactions and 888 catalyst types from USPTO. Predict which catalyst facilitates the given reaction. (1) Reactant: [CH3:1][N:2]1[C:14]2[CH2:13][CH2:12][CH:11]([CH:15]3[CH2:20][CH2:19][O:18][CH2:17][CH2:16]3)[CH2:10][C:9]=2[C:8]2[C:3]1=[CH:4][CH:5]=[C:6]([C:21]([OH:23])=O)[CH:7]=2.[C:24]([NH:31][CH:32]1[CH2:37][CH2:36][NH:35][CH2:34][CH2:33]1)([O:26][C:27]([CH3:30])([CH3:29])[CH3:28])=[O:25].F[P-](F)(F)(F)(F)F.N1(OC(N(C)C)=[N+](C)C)C2N=CC=CC=2N=N1.C(N(CC)C(C)C)(C)C. Product: [CH3:1][N:2]1[C:14]2[CH2:9][CH2:10][CH:11]([CH:15]3[CH2:20][CH2:19][O:18][CH2:17][CH2:16]3)[CH2:12][C:13]=2[C:8]2[C:3]1=[CH:4][CH:5]=[C:6]([C:21]([N:35]1[CH2:34][CH2:33][CH:32]([NH:31][C:24](=[O:25])[O:26][C:27]([CH3:29])([CH3:28])[CH3:30])[CH2:37][CH2:36]1)=[O:23])[CH:7]=2. The catalyst class is: 3. (2) Reactant: [OH:1][CH:2]1[CH2:5][N:4](C(OCC2C=CC=CC=2)=O)[CH2:3]1.[C:16]([O:20][C:21]1[N:26]=[CH:25][C:24](O)=[CH:23][CH:22]=1)([CH3:19])([CH3:18])[CH3:17].C1(P(C2C=CC=CC=2)C2C=CC=CC=2)C=CC=CC=1.CC(OC(/N=N/C(OC(C)C)=O)=O)C.C1(C)C=CC=CC=1. Product: [NH:4]1[CH2:3][CH:2]([O:1][C:24]2[CH:23]=[CH:22][C:21]([O:20][C:16]([CH3:19])([CH3:18])[CH3:17])=[N:26][CH:25]=2)[CH2:5]1. The catalyst class is: 1. (3) Reactant: [NH:1]1[C:5]2[CH:6]=[CH:7][C:8]([NH2:10])=[CH:9][C:4]=2[N:3]=[CH:2]1.[N:11]1[CH:16]=[CH:15][CH:14]=[CH:13][C:12]=1[C:17]1[CH:24]=[CH:23][C:20]([CH:21]=O)=[CH:19][CH:18]=1.C([O:27][C:28](=O)[C:29](=[O:36])[CH2:30][C:31](=[O:35])[CH2:32][CH2:33][CH3:34])C. Product: [NH:1]1[C:5]2[CH:6]=[CH:7][C:8]([N:10]3[CH:21]([C:20]4[CH:23]=[CH:24][C:17]([C:12]5[CH:13]=[CH:14][CH:15]=[CH:16][N:11]=5)=[CH:18][CH:19]=4)[C:30]([C:31](=[O:35])[CH2:32][CH2:33][CH3:34])=[C:29]([OH:36])[C:28]3=[O:27])=[CH:9][C:4]=2[N:3]=[CH:2]1. The catalyst class is: 8. (4) Product: [CH2:36]([O:38][C:39](=[O:53])[C:40]#[C:41][C:43]1[CH:52]=[CH:51][C:50]2[C:45](=[CH:46][CH:47]=[CH:48][CH:49]=2)[CH:44]=1)[CH3:37]. Reactant: S(OS(C(F)(F)F)(=O)=O)(C(F)(F)F)(=O)=O.C1(P(=O)(C2C=CC=CC=2)C2C=CC=CC=2)C=CC=CC=1.[CH2:36]([O:38][C:39](=[O:53])[CH2:40][C:41]([C:43]1[CH:52]=[CH:51][C:50]2[C:45](=[CH:46][CH:47]=[CH:48][CH:49]=2)[CH:44]=1)=O)[CH3:37].C(N(CC)CC)C. The catalyst class is: 26.